This data is from NCI-60 drug combinations with 297,098 pairs across 59 cell lines. The task is: Regression. Given two drug SMILES strings and cell line genomic features, predict the synergy score measuring deviation from expected non-interaction effect. (1) Drug 1: CN(CC1=CN=C2C(=N1)C(=NC(=N2)N)N)C3=CC=C(C=C3)C(=O)NC(CCC(=O)O)C(=O)O. Drug 2: C1=NC2=C(N=C(N=C2N1C3C(C(C(O3)CO)O)O)F)N. Cell line: RPMI-8226. Synergy scores: CSS=22.1, Synergy_ZIP=-0.188, Synergy_Bliss=-0.986, Synergy_Loewe=-25.9, Synergy_HSA=-4.03. (2) Drug 1: CCCCC(=O)OCC(=O)C1(CC(C2=C(C1)C(=C3C(=C2O)C(=O)C4=C(C3=O)C=CC=C4OC)O)OC5CC(C(C(O5)C)O)NC(=O)C(F)(F)F)O. Drug 2: CN1C2=C(C=C(C=C2)N(CCCl)CCCl)N=C1CCCC(=O)O.Cl. Cell line: HT29. Synergy scores: CSS=-1.97, Synergy_ZIP=0.211, Synergy_Bliss=1.82, Synergy_Loewe=0.357, Synergy_HSA=0.903. (3) Drug 1: C(=O)(N)NO. Drug 2: CN(CCCl)CCCl.Cl. Cell line: SK-OV-3. Synergy scores: CSS=0.0165, Synergy_ZIP=1.56, Synergy_Bliss=-5.10, Synergy_Loewe=-5.41, Synergy_HSA=-3.29. (4) Drug 1: CN1CCC(CC1)COC2=C(C=C3C(=C2)N=CN=C3NC4=C(C=C(C=C4)Br)F)OC. Drug 2: N.N.Cl[Pt+2]Cl. Cell line: HOP-92. Synergy scores: CSS=13.6, Synergy_ZIP=-2.21, Synergy_Bliss=0.617, Synergy_Loewe=-9.60, Synergy_HSA=1.50. (5) Drug 1: CC1=C(C(=CC=C1)Cl)NC(=O)C2=CN=C(S2)NC3=CC(=NC(=N3)C)N4CCN(CC4)CCO. Drug 2: C1CN(P(=O)(OC1)NCCCl)CCCl. Cell line: HS 578T. Synergy scores: CSS=17.2, Synergy_ZIP=-1.55, Synergy_Bliss=1.17, Synergy_Loewe=-12.4, Synergy_HSA=2.30.